This data is from NCI-60 drug combinations with 297,098 pairs across 59 cell lines. The task is: Regression. Given two drug SMILES strings and cell line genomic features, predict the synergy score measuring deviation from expected non-interaction effect. (1) Drug 1: C#CCC(CC1=CN=C2C(=N1)C(=NC(=N2)N)N)C3=CC=C(C=C3)C(=O)NC(CCC(=O)O)C(=O)O. Drug 2: CS(=O)(=O)OCCCCOS(=O)(=O)C. Cell line: 786-0. Synergy scores: CSS=20.7, Synergy_ZIP=-0.533, Synergy_Bliss=-1.84, Synergy_Loewe=-38.6, Synergy_HSA=-1.14. (2) Drug 1: C1CN1P(=S)(N2CC2)N3CC3. Drug 2: CS(=O)(=O)OCCCCOS(=O)(=O)C. Cell line: SF-539. Synergy scores: CSS=17.4, Synergy_ZIP=-5.00, Synergy_Bliss=-4.69, Synergy_Loewe=-9.15, Synergy_HSA=-3.85.